Dataset: Forward reaction prediction with 1.9M reactions from USPTO patents (1976-2016). Task: Predict the product of the given reaction. (1) The product is: [F:1][C:2]1[CH:7]=[CH:6][C:5]([O:8][C:9]2[CH:10]=[C:11]([C:23]([NH:25][C:26]3[N:31]=[CH:30][C:29]([C:32]([O:34][CH3:35])=[O:33])=[CH:28][CH:27]=3)=[O:24])[CH:12]=[C:13]([OH:15])[CH:14]=2)=[CH:4][CH:3]=1. Given the reactants [F:1][C:2]1[CH:7]=[CH:6][C:5]([O:8][C:9]2[CH:10]=[C:11]([C:23]([NH:25][C:26]3[N:31]=[CH:30][C:29]([C:32]([O:34][CH3:35])=[O:33])=[CH:28][CH:27]=3)=[O:24])[CH:12]=[C:13]([O:15]CC3C=CC=CC=3)[CH:14]=2)=[CH:4][CH:3]=1.[H][H], predict the reaction product. (2) The product is: [CH2:1]([O:3][C:4]([C:6]1([CH3:18])[CH2:11][NH:10][C:9]2[CH:13]=[C:14]([Cl:17])[CH:15]=[CH:16][C:8]=2[O:7]1)=[O:5])[CH3:2]. Given the reactants [CH2:1]([O:3][C:4]([C:6]1([CH3:18])[C:11](=O)[NH:10][C:9]2[CH:13]=[C:14]([Cl:17])[CH:15]=[CH:16][C:8]=2[O:7]1)=[O:5])[CH3:2].CSC.B.CO, predict the reaction product. (3) Given the reactants S(Cl)(Cl)=O.[OH:5][C:6]1[C:7]([C:16]([OH:18])=O)=[CH:8][C:9]2[C:14]([CH:15]=1)=[CH:13][CH:12]=[CH:11][CH:10]=2.Cl.CO[NH:22][CH3:23].[OH-:24].[Na+].Cl.Cl[CH2:28]Cl, predict the reaction product. The product is: [CH3:28][O:24][CH2:23][NH:22][C:16]([C:7]1[C:6]([OH:5])=[CH:15][C:14]2[C:9](=[CH:10][CH:11]=[CH:12][CH:13]=2)[CH:8]=1)=[O:18]. (4) Given the reactants NC(N)=O.[NH2:5][C:6]1[C:7]([OH:17])=[C:8]([S:13]([NH2:16])(=[O:15])=[O:14])[C:9]([Cl:12])=[CH:10][CH:11]=1.[CH3:18][O:19][C:20]1[CH:25]=[CH:24][CH:23]=[CH:22][C:21]=1[N:26]=[C:27]=[O:28], predict the reaction product. The product is: [Cl:12][C:9]1[CH:10]=[CH:11][C:6]([NH:5][C:27]([NH:26][C:21]2[CH:22]=[CH:23][CH:24]=[CH:25][C:20]=2[O:19][CH3:18])=[O:28])=[C:7]([OH:17])[C:8]=1[S:13]([NH2:16])(=[O:15])=[O:14]. (5) Given the reactants I[CH2:2][CH2:3][CH2:4][O:5][C:6]1[CH:11]=[CH:10][C:9]([NH:12][CH:13]=[C:14]2[C:22]3[C:17](=[CH:18][CH:19]=[CH:20][CH:21]=3)[NH:16][C:15]2=[O:23])=[CH:8][CH:7]=1.Cl.[F:25][CH:26]1[CH2:30][CH2:29][NH:28][CH2:27]1, predict the reaction product. The product is: [F:25][CH:26]1[CH2:30][CH2:29][N:28]([CH2:2][CH2:3][CH2:4][O:5][C:6]2[CH:11]=[CH:10][C:9]([NH:12][CH:13]=[C:14]3[C:22]4[C:17](=[CH:18][CH:19]=[CH:20][CH:21]=4)[NH:16][C:15]3=[O:23])=[CH:8][CH:7]=2)[CH2:27]1. (6) Given the reactants F[C:2]1[CH:10]=[CH:9][C:8]([N:11]2[CH2:15][CH2:14][N:13]([C:16]3[CH:17]=[N:18][CH:19]=[CH:20][C:21]=3[CH3:22])[C:12]2=[O:23])=[CH:7][C:3]=1[CH:4]=[N:5][OH:6].[H-].[Na+].CO.C(Cl)Cl, predict the reaction product. The product is: [O:6]1[C:2]2[CH:10]=[CH:9][C:8]([N:11]3[CH2:15][CH2:14][N:13]([C:16]4[CH:17]=[N:18][CH:19]=[CH:20][C:21]=4[CH3:22])[C:12]3=[O:23])=[CH:7][C:3]=2[CH:4]=[N:5]1. (7) Given the reactants [CH3:1][O:2][C:3]1[CH:23]=[CH:22][CH:21]=[CH:20][C:4]=1[CH2:5][C:6]1[N:10]([C:11]2[CH:16]=[CH:15][C:14]([N+:17]([O-])=O)=[CH:13][N:12]=2)[N:9]=[N:8][N:7]=1, predict the reaction product. The product is: [CH3:1][O:2][C:3]1[CH:23]=[CH:22][CH:21]=[CH:20][C:4]=1[CH2:5][C:6]1[N:10]([C:11]2[N:12]=[CH:13][C:14]([NH2:17])=[CH:15][CH:16]=2)[N:9]=[N:8][N:7]=1.